From a dataset of Full USPTO retrosynthesis dataset with 1.9M reactions from patents (1976-2016). Predict the reactants needed to synthesize the given product. (1) Given the product [C:39]([CH:15]1[CH2:14][O:13][CH:12]([N:8]2[C:9]3[C:5](=[CH:4][CH:3]=[CH:11][CH:10]=3)[C:6]([C:18]3[CH:19]=[C:20]([C:21]([NH:32][C:31]4[CH:33]=[CH:34][C:28]([F:27])=[CH:29][CH:30]=4)=[O:23])[CH:24]=[CH:25][CH:26]=3)=[N:7]2)[CH2:17][CH2:16]1)#[N:41].[CH3:55][N:53]([CH:52]=[O:44])[CH3:54], predict the reactants needed to synthesize it. The reactants are: C([C:3]1[CH:4]=[C:5]2[C:9](=[CH:10][CH:11]=1)[N:8]([CH:12]1[CH2:17][CH2:16][CH2:15][CH2:14][O:13]1)[N:7]=[C:6]2[C:18]1[CH:19]=[C:20]([CH:24]=[CH:25][CH:26]=1)[C:21]([OH:23])=O)#N.[F:27][C:28]1[CH:34]=[CH:33][C:31]([NH2:32])=[CH:30][CH:29]=1.C1C=CC2N([OH:44])N=[N:41][C:39]=2C=1.CCN=C=NCC[CH2:52][N:53]([CH3:55])[CH3:54].Cl. (2) Given the product [Cl:1][C:2]1[CH:7]=[CH:6][C:5]([S:8]([N:11]([CH2:25][C:24]2[CH:27]=[CH:28][C:29]([O:30][CH3:31])=[C:22]([F:21])[CH:23]=2)[C@H:12]([C:15]2[CH:16]=[CH:17][CH:18]=[CH:19][CH:20]=2)[CH2:13][CH3:14])(=[O:10])=[O:9])=[CH:4][CH:3]=1, predict the reactants needed to synthesize it. The reactants are: [Cl:1][C:2]1[CH:7]=[CH:6][C:5]([S:8]([NH:11][C@H:12]([C:15]2[CH:20]=[CH:19][CH:18]=[CH:17][CH:16]=2)[CH2:13][CH3:14])(=[O:10])=[O:9])=[CH:4][CH:3]=1.[F:21][C:22]1[CH:23]=[C:24]([CH:27]=[CH:28][C:29]=1[O:30][CH3:31])[CH2:25]Br.C(=O)([O-])[O-].[Cs+].[Cs+].O. (3) Given the product [NH2:7][CH2:8][CH:9]1[CH2:14][CH2:13][N:12]([C:15]2[C:16]3[O:34][CH:33]=[CH:32][C:17]=3[N:18]=[C:19]([NH:21][C:22]3[CH:23]=[CH:24][C:25]([S:28]([NH2:29])(=[O:31])=[O:30])=[CH:26][CH:27]=3)[N:20]=2)[CH2:11][CH2:10]1, predict the reactants needed to synthesize it. The reactants are: C(OC(=O)[NH:7][CH2:8][CH:9]1[CH2:14][CH2:13][N:12]([C:15]2[C:16]3[O:34][CH:33]=[CH:32][C:17]=3[N:18]=[C:19]([NH:21][C:22]3[CH:27]=[CH:26][C:25]([S:28](=[O:31])(=[O:30])[NH2:29])=[CH:24][CH:23]=3)[N:20]=2)[CH2:11][CH2:10]1)(C)(C)C.ClC1N=C(Cl)C2OC=CC=2N=1.C(OC(NCC1CCNCC1)=O)(C)(C)C.NC1C=CC(S(N)(=O)=O)=CC=1.C(O)(C(F)(F)F)=O.C(Cl)Cl. (4) Given the product [NH2:23][C:22]1[N:21]([CH3:20])[C:10](=[O:11])[C:9]([C:4]2[CH:5]=[CH:6][C:7]([F:8])=[C:2]([Br:1])[CH:3]=2)([CH:25]2[CH2:32][CH2:33][O:34][CH2:35][CH2:36]2)[N:24]=1, predict the reactants needed to synthesize it. The reactants are: [Br:1][C:2]1[CH:3]=[C:4]([C:9](=O)[C:10](C2CCOCC2)=[O:11])[CH:5]=[CH:6][C:7]=1[F:8].Cl.[CH3:20][NH:21][C:22]([NH2:24])=[NH:23].[C:25](=O)([O-])[O-].[Na+].[Na+].O1[CH2:36][CH2:35][O:34][CH2:33][CH2:32]1. (5) Given the product [Cl:1][C:2]1[N:7]=[C:6]([NH:8][C@@H:9]2[CH2:14][CH2:13][CH2:12][N:11]([C:15](=[O:17])[CH:26]=[CH2:27])[CH2:10]2)[C:5]2=[CH:22][CH:23]=[CH:24][N:4]2[N:3]=1, predict the reactants needed to synthesize it. The reactants are: [Cl:1][C:2]1[N:7]=[C:6]([NH:8][C@@H:9]2[CH2:14][CH2:13][CH2:12][N:11]([C:15]([O:17]C(C)(C)C)=O)[CH2:10]2)[C:5]2=[CH:22][CH:23]=[CH:24][N:4]2[N:3]=1.F[C:26](F)(F)[C:27](O)=O.C(N(CC)C(C)C)(C)C.C(Cl)(=O)C=C. (6) Given the product [CH:1]1([CH2:4][N:5]([C:11]2[CH:16]=[CH:15][C:14]([C:17]#[N:18])=[C:13]([C:19]#[N:20])[CH:12]=2)[C@H:6]([C:8]([NH:23][CH2:21][CH3:22])=[O:10])[CH3:7])[CH2:2][CH2:3]1, predict the reactants needed to synthesize it. The reactants are: [CH:1]1([CH2:4][N:5]([C:11]2[CH:16]=[CH:15][C:14]([C:17]#[N:18])=[C:13]([C:19]#[N:20])[CH:12]=2)[C@H:6]([C:8]([OH:10])=O)[CH3:7])[CH2:3][CH2:2]1.[CH2:21]([NH2:23])[CH3:22]. (7) Given the product [NH2:17][C:15]1[N:16]=[C:11]([NH:10][S:7]([N:6]2[CH2:5][CH2:4][CH:42]([C:39]3[CH:40]=[CH:41][C:36]([C:34]#[N:35])=[CH:37][CH:38]=3)[CH2:43][CH2:2]2)(=[O:8])=[O:9])[CH:12]=[CH:13][CH:14]=1, predict the reactants needed to synthesize it. The reactants are: O=[C:2]1[N:6]([S:7]([NH:10][C:11]2[N:16]=[C:15]([NH:17]C(=O)OC(C)(C)C)[CH:14]=[CH:13][CH:12]=2)(=[O:9])=[O:8])[CH2:5][CH2:4]O1.C(N(C(C)C)CC)(C)C.[C:34]([C:36]1[CH:41]=[CH:40][C:39]([CH:42]2CCNC[CH2:43]2)=[CH:38][CH:37]=1)#[N:35]. (8) Given the product [C:1]1([CH2:7][CH2:8][CH2:9][N:10]2[CH2:15][CH2:14][CH2:13][C@@H:12]([NH2:16])[CH2:11]2)[CH:2]=[CH:3][CH:4]=[CH:5][CH:6]=1, predict the reactants needed to synthesize it. The reactants are: [C:1]1([CH2:7][CH2:8][CH2:9][N:10]2[CH2:15][CH2:14][CH2:13][C@@H:12]([NH:16]C(=O)OC(C)(C)C)[CH2:11]2)[CH:6]=[CH:5][CH:4]=[CH:3][CH:2]=1.Cl.CCOC(C)=O.